Predict the product of the given reaction. From a dataset of Forward reaction prediction with 1.9M reactions from USPTO patents (1976-2016). (1) Given the reactants [I:1][C:2]1[C:6]([C:7]2[CH:12]=[CH:11][N:10]=[C:9](S(C)(=O)=O)[N:8]=2)=[CH:5][N:4]([CH:17]([CH3:19])[CH3:18])[N:3]=1.[NH2:20][CH2:21][C@@H:22]([OH:24])[CH3:23].CCCCCC.[Na+].[Cl-], predict the reaction product. The product is: [I:1][C:2]1[C:6]([C:7]2[CH:12]=[CH:11][N:10]=[C:9]([NH:20][CH2:21][C@@H:22]([OH:24])[CH3:23])[N:8]=2)=[CH:5][N:4]([CH:17]([CH3:19])[CH3:18])[N:3]=1. (2) The product is: [N:1]1[CH:6]=[CH:5][CH:4]=[CH:3][C:2]=1[C:7]1[CH:43]=[CH:42][C:10]([C:11]([NH:13][CH2:14][CH2:15][O:16][C:17]2[CH:18]=[CH:19][C:20]([CH2:23][CH:24]([O:30][C:31]3[CH:32]=[CH:33][C:34]([O:37][C:38]([F:39])([F:40])[F:41])=[CH:35][CH:36]=3)[C:25]([OH:27])=[O:26])=[CH:21][CH:22]=2)=[O:12])=[CH:9][CH:8]=1. Given the reactants [N:1]1[CH:6]=[CH:5][CH:4]=[CH:3][C:2]=1[C:7]1[CH:43]=[CH:42][C:10]([C:11]([NH:13][CH2:14][CH2:15][O:16][C:17]2[CH:22]=[CH:21][C:20]([CH2:23][CH:24]([O:30][C:31]3[CH:36]=[CH:35][C:34]([O:37][C:38]([F:41])([F:40])[F:39])=[CH:33][CH:32]=3)[C:25]([O:27]CC)=[O:26])=[CH:19][CH:18]=2)=[O:12])=[CH:9][CH:8]=1.[OH-].[Na+], predict the reaction product. (3) Given the reactants C(=O)([O-])[O-].[Na+].[Na+].[CH:7]([O:10][C:11]1[CH:16]=[CH:15][C:14]([CH3:17])=[CH:13][C:12]=1B(O)O)([CH3:9])[CH3:8].Br[C:22]1[CH:23]=[CH:24][C:25]([N:28]2[CH2:32][CH2:31][C@H:30]([CH2:33][NH:34][C:35](=[O:56])[C:36]3[CH:41]=[CH:40][C:39]([C:42]4[O:43][C:44]5[C:50]([CH:51]([CH3:53])[CH3:52])=[CH:49][C:48]([C:54]#[N:55])=[CH:47][C:45]=5[N:46]=4)=[CH:38][CH:37]=3)[CH2:29]2)=[N:26][CH:27]=1.O, predict the reaction product. The product is: [C:54]([C:48]1[CH:49]=[C:50]([CH:51]([CH3:53])[CH3:52])[C:44]2[O:43][C:42]([C:39]3[CH:40]=[CH:41][C:36]([C:35]([NH:34][CH2:33][C@H:30]4[CH2:31][CH2:32][N:28]([C:25]5[CH:24]=[CH:23][C:22]([C:12]6[CH:13]=[C:14]([CH3:17])[CH:15]=[CH:16][C:11]=6[O:10][CH:7]([CH3:9])[CH3:8])=[CH:27][N:26]=5)[CH2:29]4)=[O:56])=[CH:37][CH:38]=3)=[N:46][C:45]=2[CH:47]=1)#[N:55].